This data is from Full USPTO retrosynthesis dataset with 1.9M reactions from patents (1976-2016). The task is: Predict the reactants needed to synthesize the given product. (1) The reactants are: [CH3:1][N:2]1[C:7](=[O:8])[C:6]([NH:9][C:10]2[CH:15]=[CH:14][C:13]([N:16]3[CH2:21][CH2:20][N:19]([CH:22]4[CH2:25][O:24][CH2:23]4)[CH2:18][CH2:17]3)=[CH:12][N:11]=2)=[CH:5][C:4]([C:26]2[CH:33]=[N:32][CH:31]=[C:30]([N:34]3[CH2:46][CH2:45][C:44]4[N:43]5[C:38]([CH2:39][CH2:40][CH2:41][CH2:42]5)=[CH:37][C:36]=4[C:35]3=[O:47])[C:27]=2[CH:28]=[O:29])=[CH:3]1.[BH4-].[Na+]. Given the product [OH:29][CH2:28][C:27]1[C:26]([C:4]2[CH:5]=[C:6]([NH:9][C:10]3[CH:15]=[CH:14][C:13]([N:16]4[CH2:17][CH2:18][N:19]([CH:22]5[CH2:25][O:24][CH2:23]5)[CH2:20][CH2:21]4)=[CH:12][N:11]=3)[C:7](=[O:8])[N:2]([CH3:1])[CH:3]=2)=[CH:33][N:32]=[CH:31][C:30]=1[N:34]1[CH2:46][CH2:45][C:44]2[N:43]3[C:38]([CH2:39][CH2:40][CH2:41][CH2:42]3)=[CH:37][C:36]=2[C:35]1=[O:47], predict the reactants needed to synthesize it. (2) The reactants are: [Cl:1][C:2]1[CH:7]=[C:6]([O:8][C:9]([F:12])([F:11])[F:10])[CH:5]=[C:4]([Cl:13])[C:3]=1[N:14]=[C:15]=[O:16].[NH2:17][C:18]1[CH:19]=[C:20]([C:41]2[CH:46]=[CH:45][C:44]([F:47])=[C:43]([F:48])[CH:42]=2)[CH:21]=[CH:22][C:23]=1[C:24]([NH:26][C@@H:27]([CH:35]1[CH2:40][CH2:39][CH2:38][CH2:37][CH2:36]1)[C:28]([O:30][C:31]([CH3:34])([CH3:33])[CH3:32])=[O:29])=[O:25].CCCCCC.C(OCC)(=O)C. Given the product [CH:35]1([C@H:27]([NH:26][C:24]([C:23]2[CH:22]=[CH:21][C:20]([C:41]3[CH:46]=[CH:45][C:44]([F:47])=[C:43]([F:48])[CH:42]=3)=[CH:19][C:18]=2[NH:17][C:15]([NH:14][C:3]2[C:2]([Cl:1])=[CH:7][C:6]([O:8][C:9]([F:10])([F:12])[F:11])=[CH:5][C:4]=2[Cl:13])=[O:16])=[O:25])[C:28]([O:30][C:31]([CH3:33])([CH3:32])[CH3:34])=[O:29])[CH2:40][CH2:39][CH2:38][CH2:37][CH2:36]1, predict the reactants needed to synthesize it. (3) The reactants are: Cl[CH:2]=[CH:3][C:4]1([C:18]2[CH:23]=[CH:22][CH:21]=[C:20]([O:24][CH3:25])[CH:19]=2)[CH2:9][CH2:8][N:7]([C:10]2[CH:15]=[CH:14][CH:13]=[CH:12][C:11]=2[O:16][CH3:17])[CH2:6][CH2:5]1.CC(C)([O-])C.[K+].[Cl-].[NH4+]. Given the product [C:3]([C:4]1([C:18]2[CH:23]=[CH:22][CH:21]=[C:20]([O:24][CH3:25])[CH:19]=2)[CH2:5][CH2:6][N:7]([C:10]2[CH:15]=[CH:14][CH:13]=[CH:12][C:11]=2[O:16][CH3:17])[CH2:8][CH2:9]1)#[CH:2], predict the reactants needed to synthesize it. (4) Given the product [NH:43]1[C:44]2[C:40](=[C:39]([C:2]3[N:3]=[C:4]([N:25]4[CH2:30][CH2:29][O:28][CH2:27][CH2:26]4)[C:5]4[S:10][C:9]([C:11]5[CH:12]=[C:13]([C:17]([N:19]6[CH2:24][CH2:23][O:22][CH2:21][CH2:20]6)=[O:18])[CH:14]=[CH:15][CH:16]=5)=[CH:8][C:6]=4[N:7]=3)[CH:47]=[CH:46][CH:45]=2)[CH:41]=[N:42]1, predict the reactants needed to synthesize it. The reactants are: Cl[C:2]1[N:3]=[C:4]([N:25]2[CH2:30][CH2:29][O:28][CH2:27][CH2:26]2)[C:5]2[S:10][C:9]([C:11]3[CH:12]=[C:13]([C:17]([N:19]4[CH2:24][CH2:23][O:22][CH2:21][CH2:20]4)=[O:18])[CH:14]=[CH:15][CH:16]=3)=[CH:8][C:6]=2[N:7]=1.CC1(C)C(C)(C)OB([C:39]2[CH:47]=[CH:46][CH:45]=[C:44]3[C:40]=2[CH:41]=[N:42][NH:43]3)O1. (5) Given the product [Cl:20][C:21]1[N:22]=[C:23]([Cl:39])[C:24]2[C:29]([C:9]3[CH:8]=[CH:7][C:5]4[N:6]=[C:2]([CH3:1])[O:3][C:4]=4[CH:10]=3)=[CH:28][N:27]([CH2:31][O:32][CH2:33][CH2:34][Si:35]([CH3:37])([CH3:36])[CH3:38])[C:25]=2[N:26]=1, predict the reactants needed to synthesize it. The reactants are: [CH3:1][C:2]1[O:3][C:4]2[CH:10]=[C:9](B3OC(C)(C)C(C)(C)O3)[CH:8]=[CH:7][C:5]=2[N:6]=1.[Cl:20][C:21]1[N:22]=[C:23]([Cl:39])[C:24]2[C:29](I)=[CH:28][N:27]([CH2:31][O:32][CH2:33][CH2:34][Si:35]([CH3:38])([CH3:37])[CH3:36])[C:25]=2[N:26]=1.C(=O)([O-])[O-].[Na+].[Na+].ClCCl.